This data is from Peptide-MHC class I binding affinity with 185,985 pairs from IEDB/IMGT. The task is: Regression. Given a peptide amino acid sequence and an MHC pseudo amino acid sequence, predict their binding affinity value. This is MHC class I binding data. (1) The peptide sequence is AVDLSHFLK. The MHC is HLA-B18:01 with pseudo-sequence HLA-B18:01. The binding affinity (normalized) is 0. (2) The peptide sequence is KLEMDLKDL. The MHC is HLA-A02:06 with pseudo-sequence HLA-A02:06. The binding affinity (normalized) is 0.275. (3) The MHC is HLA-A24:02 with pseudo-sequence HLA-A24:02. The peptide sequence is NTLQCIMLVY. The binding affinity (normalized) is 0. (4) The peptide sequence is KTQEPPQVA. The MHC is HLA-B58:01 with pseudo-sequence HLA-B58:01. The binding affinity (normalized) is 0.0847. (5) The MHC is HLA-A31:01 with pseudo-sequence HLA-A31:01. The peptide sequence is MVSDTIMKR. The binding affinity (normalized) is 0.834.